This data is from Forward reaction prediction with 1.9M reactions from USPTO patents (1976-2016). The task is: Predict the product of the given reaction. (1) Given the reactants Br[C:2]1[CH:7]=[C:6]([C:8]([F:11])([F:10])[F:9])[CH:5]=[CH:4][C:3]=1[C:12]1[C:21]2[C:16](=[CH:17][C:18]([S:22]([N:25]([CH2:31][C:32]3[CH:37]=[CH:36][C:35]([O:38][CH3:39])=[CH:34][C:33]=3[O:40][CH3:41])[C:26]3[S:27][CH:28]=[CH:29][N:30]=3)(=[O:24])=[O:23])=[CH:19][CH:20]=2)[CH:15]=[CH:14][N:13]=1.CC1(C)C(C)(C)OB([C:50]2[CH2:55][CH2:54][N:53]([C:56]([O:58][C:59]([CH3:62])([CH3:61])[CH3:60])=[O:57])[CH2:52][CH:51]=2)O1.P([O-])([O-])([O-])=O.[K+].[K+].[K+].O1CCOCC1, predict the reaction product. The product is: [CH3:41][O:40][C:33]1[CH:34]=[C:35]([O:38][CH3:39])[CH:36]=[CH:37][C:32]=1[CH2:31][N:25]([C:26]1[S:27][CH:28]=[CH:29][N:30]=1)[S:22]([C:18]1[CH:17]=[C:16]2[C:21](=[CH:20][CH:19]=1)[C:12]([C:3]1[CH:4]=[CH:5][C:6]([C:8]([F:9])([F:10])[F:11])=[CH:7][C:2]=1[C:50]1[CH2:55][CH2:54][N:53]([C:56]([O:58][C:59]([CH3:62])([CH3:61])[CH3:60])=[O:57])[CH2:52][CH:51]=1)=[N:13][CH:14]=[CH:15]2)(=[O:23])=[O:24]. (2) The product is: [CH3:30][O:29][C:23]1[CH:24]=[C:25]2[C:20](=[CH:21][C:22]=1[O:31][CH3:32])[N:19]=[C:18]([N:12]1[CH2:13][CH2:14][C:15]3[N:7]([C:3]4[CH:2]=[C:1]([CH3:16])[CH:6]=[CH:5][CH:4]=4)[CH:8]=[N:9][C:10]=3[CH2:11]1)[NH:27][C:26]2=[O:28]. Given the reactants [C:1]1([CH3:16])[CH:6]=[CH:5][CH:4]=[C:3]([N:7]2[C:15]3[CH2:14][CH2:13][NH:12][CH2:11][C:10]=3[N:9]=[CH:8]2)[CH:2]=1.Cl[C:18]1[NH:27][C:26](=[O:28])[C:25]2[C:20](=[CH:21][C:22]([O:31][CH3:32])=[C:23]([O:29][CH3:30])[CH:24]=2)[N:19]=1.C(N(CC)CC)C.C(O)C, predict the reaction product. (3) Given the reactants [CH3:1][O:2][CH2:3][CH:4]1[CH2:8][CH2:7][N:6]([C:9]2[CH:10]=[N:11][N:12]3[CH2:17][CH2:16][N:15](C(OC(C)(C)C)=O)[CH2:14][C:13]=23)[CH2:5]1, predict the reaction product. The product is: [CH3:1][O:2][CH2:3][CH:4]1[CH2:8][CH2:7][N:6]([C:9]2[CH:10]=[N:11][N:12]3[CH2:17][CH2:16][NH:15][CH2:14][C:13]=23)[CH2:5]1. (4) Given the reactants [CH3:1][O:2][C:3]1[CH:4]=[C:5]([CH:33]=[CH:34][C:35]=1[O:36][CH3:37])[CH2:6][CH:7]1[C:16]2[C:11](=[CH:12][C:13]([O:18][CH3:19])=[C:14]([OH:17])[CH:15]=2)[CH2:10][CH2:9][N:8]1[CH2:20][C:21]([NH:23][CH:24]1[C:32]2[C:27](=[CH:28][CH:29]=[CH:30][CH:31]=2)[CH2:26][CH2:25]1)=[O:22].Cl[C:39]1[CH:44]=[C:43]([O:45][CH3:46])[N:42]=[C:41]([O:47][CH3:48])[N:40]=1, predict the reaction product. The product is: [CH3:1][O:2][C:3]1[CH:4]=[C:5]([CH:33]=[CH:34][C:35]=1[O:36][CH3:37])[CH2:6][CH:7]1[C:16]2[C:11](=[CH:12][C:13]([O:18][CH3:19])=[C:14]([O:17][C:39]3[CH:44]=[C:43]([O:45][CH3:46])[N:42]=[C:41]([O:47][CH3:48])[N:40]=3)[CH:15]=2)[CH2:10][CH2:9][N:8]1[CH2:20][C:21]([NH:23][CH:24]1[C:32]2[C:27](=[CH:28][CH:29]=[CH:30][CH:31]=2)[CH2:26][CH2:25]1)=[O:22]. (5) The product is: [CH:25]([C:2]1[CH:3]=[N:4][N:5]([CH3:17])[C:6]=1[C:7]1[CH:8]=[C:9]([C:13]([O:15][CH3:16])=[O:14])[S:10][C:11]=1[CH3:12])=[CH2:26]. Given the reactants Br[C:2]1[CH:3]=[N:4][N:5]([CH3:17])[C:6]=1[C:7]1[CH:8]=[C:9]([C:13]([O:15][CH3:16])=[O:14])[S:10][C:11]=1[CH3:12].C(=O)([O-])[O-].[K+].[K+].O1CCO[CH2:26][CH2:25]1, predict the reaction product. (6) Given the reactants [C:1]([C:3]1[CH:8]=[C:7]([CH2:9][CH2:10][NH:11][C:12](=[O:18])[O:13][C:14]([CH3:17])([CH3:16])[CH3:15])[CH:6]=[CH:5][N:4]=1)#[N:2].[C:19](OC)(=[O:27])[C:20]1[C:21](=[CH:23][CH:24]=[CH:25][CH:26]=1)[SH:22].C(N(CC)CC)C, predict the reaction product. The product is: [O:27]=[C:19]1[C:20]2[CH:26]=[CH:25][CH:24]=[CH:23][C:21]=2[S:22][C:1]([C:3]2[CH:8]=[C:7]([CH2:9][CH2:10][NH:11][C:12](=[O:18])[O:13][C:14]([CH3:15])([CH3:17])[CH3:16])[CH:6]=[CH:5][N:4]=2)=[N:2]1.